Dataset: Full USPTO retrosynthesis dataset with 1.9M reactions from patents (1976-2016). Task: Predict the reactants needed to synthesize the given product. (1) The reactants are: [Cl:1][C:2]1[CH:10]=[CH:9][CH:8]=[C:4]([C:5]([OH:7])=O)[C:3]=1[NH2:11].CC(=O)O[CH2:15][CH3:16].[CH3:18][CH2:19][CH2:20][CH2:21][CH2:22][CH3:23]. Given the product [Cl:1][C:2]1[CH:10]=[CH:9][CH:8]=[C:4]2[C:3]=1[N:11]=[C:3]([CH2:2][CH3:10])[N:11]([CH2:18][CH2:19][C:20]1[CH:16]=[CH:15][CH:23]=[CH:22][CH:21]=1)[C:5]2=[O:7], predict the reactants needed to synthesize it. (2) The reactants are: [CH:1]([C:3]1[O:7][C:6]([C:8]2[CH:9]=[C:10]3[C:14](=[CH:15][CH:16]=2)[NH:13][C:12]2[C:17]([CH3:21])=[N:18][CH:19]=[CH:20][C:11]3=2)=[CH:5][CH:4]=1)=[O:2].[BH4-].[Na+]. Given the product [OH:2][CH2:1][C:3]1[O:7][C:6]([C:8]2[CH:9]=[C:10]3[C:14](=[CH:15][CH:16]=2)[NH:13][C:12]2[C:17]([CH3:21])=[N:18][CH:19]=[CH:20][C:11]3=2)=[CH:5][CH:4]=1, predict the reactants needed to synthesize it.